This data is from Catalyst prediction with 721,799 reactions and 888 catalyst types from USPTO. The task is: Predict which catalyst facilitates the given reaction. (1) Reactant: CS([O:5][C:6]1[CH:15]=[CH:14][C:13]2[C:8](=[C:9]([NH:17][C:18]([O:20][C:21]([CH3:24])([CH3:23])[CH3:22])=[O:19])[CH:10]=[CH:11][C:12]=2[Br:16])[CH:7]=1)(=O)=O.[OH-].[Na+].Cl. Product: [Br:16][C:12]1[C:13]2[C:8](=[CH:7][C:6]([OH:5])=[CH:15][CH:14]=2)[C:9]([NH:17][C:18](=[O:19])[O:20][C:21]([CH3:23])([CH3:22])[CH3:24])=[CH:10][CH:11]=1. The catalyst class is: 7. (2) Reactant: [CH3:1][O:2][C:3]1[C:8]2[N:9]=[C:10]([NH2:12])[S:11][C:7]=2[C:6]([N:13]2[CH2:18][CH2:17][O:16][CH2:15][CH2:14]2)=[CH:5][CH:4]=1.C(N(C(C)C)C(C)C)C.[Cl:28][C:29]1[CH:30]=[C:31]([CH:35]=[C:36]([CH3:38])[N:37]=1)[C:32](Cl)=[O:33].CO. Product: [Cl:28][C:29]1[CH:30]=[C:31]([CH:35]=[C:36]([CH3:38])[N:37]=1)[C:32]([NH:12][C:10]1[S:11][C:7]2[C:6]([N:13]3[CH2:18][CH2:17][O:16][CH2:15][CH2:14]3)=[CH:5][CH:4]=[C:3]([O:2][CH3:1])[C:8]=2[N:9]=1)=[O:33]. The catalyst class is: 266. (3) Reactant: [F:1][C:2]1[CH:7]=[CH:6][C:5](B(O)O)=[CH:4][CH:3]=1.C1(P(C2CCCCC2)C2C=CC=CC=2C2C(OC)=CC=CC=2OC)CCCCC1.C(=O)([O-])[O-].[Na+].[Na+].Br[C:47]1[CH:54]=[CH:53][C:50]([CH:51]=[O:52])=[C:49]([F:55])[C:48]=1[F:56]. Product: [F:56][C:48]1[C:49]([F:55])=[C:50]([CH:51]=[O:52])[CH:53]=[CH:54][C:47]=1[C:5]1[CH:6]=[CH:7][C:2]([F:1])=[CH:3][CH:4]=1. The catalyst class is: 491. (4) Reactant: [NH2:1][C:2]1[CH:15]=[C:14]2[C:5]([O:6][CH:7]3[CH:12]([C:13]42[CH2:19][O:18][C:17]([NH:20][C:21](=[O:27])[O:22][C:23]([CH3:26])([CH3:25])[CH3:24])=[N:16]4)[CH2:11][CH2:10][CH2:9][CH2:8]3)=[CH:4][CH:3]=1.[CH3:28][C:29]1[O:30][CH:31]=[C:32]([C:34](O)=[O:35])[N:33]=1.O.[Cl-].COC1N=C(OC)N=C([N+]2(C)CCOCC2)N=1. Product: [CH3:28][C:29]1[O:30][CH:31]=[C:32]([C:34]([NH:1][C:2]2[CH:15]=[C:14]3[C:5]([O:6][CH:7]4[CH:12]([C:13]53[CH2:19][O:18][C:17]([NH:20][C:21](=[O:27])[O:22][C:23]([CH3:24])([CH3:26])[CH3:25])=[N:16]5)[CH2:11][CH2:10][CH2:9][CH2:8]4)=[CH:4][CH:3]=2)=[O:35])[N:33]=1. The catalyst class is: 191.